The task is: Predict the product of the given reaction.. This data is from Forward reaction prediction with 1.9M reactions from USPTO patents (1976-2016). (1) Given the reactants [CH3:1][S:2]([C:5]1[N:10]=[CH:9][C:8]([O:11][C:12]2[CH:13]=[C:14]3[C:18](=[C:19]([O:21][CH:22]4[CH2:27][CH2:26][O:25][CH2:24][CH2:23]4)[CH:20]=2)[NH:17][C:16]([C:28]2[S:29][CH:30]([CH2:33][C:34]([OH:36])=O)[CH2:31][N:32]=2)=[CH:15]3)=[CH:7][CH:6]=1)(=[O:4])=[O:3].O.ON1C2C=CC=CC=2N=N1.Cl.C(N=C=NCCCN(C)C)C.[NH:60]1[CH2:65][CH2:64][S:63](=[O:67])(=[O:66])[CH2:62][CH2:61]1, predict the reaction product. The product is: [O:66]=[S:63]1(=[O:67])[CH2:64][CH2:65][N:60]([C:34](=[O:36])[CH2:33][CH:30]2[S:29][C:28]([C:16]3[NH:17][C:18]4[C:14]([CH:15]=3)=[CH:13][C:12]([O:11][C:8]3[CH:9]=[N:10][C:5]([S:2]([CH3:1])(=[O:3])=[O:4])=[CH:6][CH:7]=3)=[CH:20][C:19]=4[O:21][CH:22]3[CH2:27][CH2:26][O:25][CH2:24][CH2:23]3)=[N:32][CH2:31]2)[CH2:61][CH2:62]1. (2) Given the reactants [Br:1][C:2]1[CH:7]=[CH:6][CH:5]=[CH:4][C:3]=1[N:8]1[C:13](=[O:14])[NH:12][CH2:11][C:10]([C:15]2[CH:20]=[CH:19][CH:18]=[CH:17][N:16]=2)=[N:9]1.[H-].[Na+].[CH3:23][O:24][C:25]1[CH:30]=[CH:29][CH:28]=[CH:27][C:26]=1B(O)O, predict the reaction product. The product is: [Br:1][C:2]1[CH:7]=[CH:6][CH:5]=[CH:4][C:3]=1[N:8]1[C:13](=[O:14])[N:12]([C:26]2[CH:27]=[CH:28][CH:29]=[CH:30][C:25]=2[O:24][CH3:23])[CH2:11][C:10]([C:15]2[CH:20]=[CH:19][CH:18]=[CH:17][N:16]=2)=[N:9]1. (3) Given the reactants [C:1](N1C=CC=CC1=O)(N1C=CC=CC1=O)=[S:2].[NH2:17][C:18]1[C:19]([Cl:33])=[C:20]([CH:29]=[CH:30][C:31]=1[Cl:32])[CH2:21][NH:22][C:23](=[O:28])[C:24]([CH3:27])([CH3:26])[CH3:25], predict the reaction product. The product is: [Cl:33][C:19]1[C:18]([N:17]=[C:1]=[S:2])=[C:31]([Cl:32])[CH:30]=[CH:29][C:20]=1[CH2:21][NH:22][C:23](=[O:28])[C:24]([CH3:27])([CH3:26])[CH3:25]. (4) Given the reactants [N:1]1([C:8]2[C:9](=[O:22])[NH:10][C:11]3[C:16]([N:17]=2)=[CH:15][C:14]([C:18]([O:20][CH3:21])=[O:19])=[CH:13][CH:12]=3)[CH2:7][CH2:6][CH2:5][CH2:4][CH2:3][CH2:2]1.N1C=CC=CC=1.[O:29](S(C(F)(F)F)(=O)=O)[S:30]([C:33]([F:36])([F:35])[F:34])(=O)=[O:31], predict the reaction product. The product is: [N:1]1([C:8]2[C:9]([O:22][S:30]([C:33]([F:36])([F:35])[F:34])(=[O:31])=[O:29])=[N:10][C:11]3[C:16]([N:17]=2)=[CH:15][C:14]([C:18]([O:20][CH3:21])=[O:19])=[CH:13][CH:12]=3)[CH2:7][CH2:6][CH2:5][CH2:4][CH2:3][CH2:2]1. (5) Given the reactants Cl[C:2]1[C:7]2[CH:8]=[CH:9][S:10][C:6]=2[CH:5]=[C:4]([C:11]2[CH:16]=[CH:15][C:14]([O:17][CH3:18])=[CH:13][CH:12]=2)[N:3]=1.[CH2:19]([N:21]1[CH2:26][CH2:25][NH:24][CH2:23][CH2:22]1)[CH3:20], predict the reaction product. The product is: [CH2:19]([N:21]1[CH2:26][CH2:25][N:24]([C:2]2[C:7]3[CH:8]=[CH:9][S:10][C:6]=3[CH:5]=[C:4]([C:11]3[CH:16]=[CH:15][C:14]([O:17][CH3:18])=[CH:13][CH:12]=3)[N:3]=2)[CH2:23][CH2:22]1)[CH3:20]. (6) Given the reactants [H-].[Na+].[Br:3][C:4]1[CH:12]=[C:11]([O:13][C:14]2[CH:19]=[CH:18][C:17]([F:20])=[CH:16][C:15]=2[F:21])[CH:10]=[C:9]2[C:5]=1[CH:6]=[N:7][NH:8]2.Cl[CH2:23][O:24][CH2:25][CH2:26][Si:27]([CH3:30])([CH3:29])[CH3:28], predict the reaction product. The product is: [Br:3][C:4]1[CH:12]=[C:11]([O:13][C:14]2[CH:19]=[CH:18][C:17]([F:20])=[CH:16][C:15]=2[F:21])[CH:10]=[C:9]2[C:5]=1[CH:6]=[N:7][N:8]2[CH2:23][O:24][CH2:25][CH2:26][Si:27]([CH3:30])([CH3:29])[CH3:28].